This data is from Peptide-MHC class I binding affinity with 185,985 pairs from IEDB/IMGT. The task is: Regression. Given a peptide amino acid sequence and an MHC pseudo amino acid sequence, predict their binding affinity value. This is MHC class I binding data. (1) The peptide sequence is GVNPTLEEM. The MHC is Mamu-A01 with pseudo-sequence Mamu-A01. The binding affinity (normalized) is 0.0504. (2) The peptide sequence is ATIEAVLAK. The MHC is HLA-B08:02 with pseudo-sequence HLA-B08:02. The binding affinity (normalized) is 0.0847. (3) The peptide sequence is WMACHSAAF. The MHC is HLA-A69:01 with pseudo-sequence HLA-A69:01. The binding affinity (normalized) is 0.0847. (4) The peptide sequence is IPLTEEAEL. The MHC is HLA-B07:02 with pseudo-sequence HLA-B07:02. The binding affinity (normalized) is 0.200. (5) The peptide sequence is NMKQCTNDI. The MHC is HLA-A68:02 with pseudo-sequence HLA-A68:02. The binding affinity (normalized) is 0.